Task: Predict the product of the given reaction.. Dataset: Forward reaction prediction with 1.9M reactions from USPTO patents (1976-2016) (1) Given the reactants CS(C)=O.C(Cl)(=O)C(Cl)=O.[C:11]([NH:30][C@@H:31]([CH2:34][CH3:35])[CH2:32][OH:33])([C:24]1[CH:29]=[CH:28][CH:27]=[CH:26][CH:25]=1)([C:18]1[CH:23]=[CH:22][CH:21]=[CH:20][CH:19]=1)[C:12]1[CH:17]=[CH:16][CH:15]=[CH:14][CH:13]=1.C(N(CC)CC)C, predict the reaction product. The product is: [C:11]([NH:30][C@@H:31]([CH2:34][CH3:35])[CH:32]=[O:33])([C:18]1[CH:19]=[CH:20][CH:21]=[CH:22][CH:23]=1)([C:24]1[CH:29]=[CH:28][CH:27]=[CH:26][CH:25]=1)[C:12]1[CH:17]=[CH:16][CH:15]=[CH:14][CH:13]=1. (2) Given the reactants [F:1][C:2]([F:22])([F:21])[C:3]1[CH:15]=[C:14]2[C:6]([C:7]3[CH:8]=[CH:9][C:10]([C:16](OCC)=[O:17])=[CH:11][C:12]=3[NH:13]2)=[CH:5][CH:4]=1.[NH3:23], predict the reaction product. The product is: [F:1][C:2]([F:22])([F:21])[C:3]1[CH:15]=[C:14]2[C:6]([C:7]3[CH:8]=[CH:9][C:10]([C:16]([NH2:23])=[O:17])=[CH:11][C:12]=3[NH:13]2)=[CH:5][CH:4]=1. (3) Given the reactants [F:1][C:2]([F:18])([F:17])[CH:3]1[C:12]2[C:7](=[CH:8][CH:9]=[CH:10][CH:11]=2)[N:6]([CH:13]([CH3:16])[CH2:14][NH2:15])[CH2:5][CH2:4]1.C=O.[C:21](O)(C(F)(F)F)=O, predict the reaction product. The product is: [CH3:16][CH:13]1[N:6]2[C:7]3[C:12]([CH:3]([C:2]([F:17])([F:1])[F:18])[CH2:4][CH2:5]2)=[CH:11][CH:10]=[CH:9][C:8]=3[CH2:21][NH:15][CH2:14]1. (4) Given the reactants [O:1]([C:8]1[CH:13]=[CH:12][CH:11]=[CH:10][C:9]=1[NH:14][S:15]([C:18]1[CH:26]=[CH:25][C:21]([C:22](O)=[O:23])=[CH:20][CH:19]=1)(=[O:17])=[O:16])[C:2]1[CH:7]=[CH:6][CH:5]=[CH:4][CH:3]=1.C(N(CC)CC)C.CN(C(ON1N=NC2C=CC=CC1=2)=[N+](C)C)C.F[P-](F)(F)(F)(F)F.[CH3:58][O:59][C:60](=[O:64])[C@H:61]([NH2:63])[CH3:62], predict the reaction product. The product is: [CH3:58][O:59][C:60](=[O:64])[C@H:61]([NH:63][C:22](=[O:23])[C:21]1[CH:25]=[CH:26][C:18]([S:15](=[O:17])(=[O:16])[NH:14][C:9]2[CH:10]=[CH:11][CH:12]=[CH:13][C:8]=2[O:1][C:2]2[CH:3]=[CH:4][CH:5]=[CH:6][CH:7]=2)=[CH:19][CH:20]=1)[CH3:62]. (5) Given the reactants [S:1]1[CH:5]=[CH:4][CH:3]=[C:2]1[C:6]([NH:8][C:9]1[CH:10]=[CH:11][CH:12]=[C:13]2[C:17]=1[NH:16][C:15]([C:18]([OH:20])=O)=[CH:14]2)=[O:7].[NH:21]1[CH2:26][CH2:25][CH2:24][CH2:23][CH2:22]1.N1(O)C2C=CC=CC=2N=N1.Cl.CN(C)CCCN=C=NCC, predict the reaction product. The product is: [N:21]1([C:18]([C:15]2[NH:16][C:17]3[C:13]([CH:14]=2)=[CH:12][CH:11]=[CH:10][C:9]=3[NH:8][C:6]([C:2]2[S:1][CH:5]=[CH:4][CH:3]=2)=[O:7])=[O:20])[CH2:26][CH2:25][CH2:24][CH2:23][CH2:22]1. (6) Given the reactants Br[C:2]1[CH:7]=[CH:6][C:5]([NH2:8])=[C:4]([N+:9]([O-:11])=[O:10])[CH:3]=1.[CH3:12][N:13]([CH3:17])[CH2:14][C:15]#[CH:16], predict the reaction product. The product is: [CH3:12][N:13]([CH3:17])[CH2:14][C:15]#[C:16][C:2]1[CH:7]=[CH:6][C:5]([NH2:8])=[C:4]([N+:9]([O-:11])=[O:10])[CH:3]=1.